Dataset: NCI-60 drug combinations with 297,098 pairs across 59 cell lines. Task: Regression. Given two drug SMILES strings and cell line genomic features, predict the synergy score measuring deviation from expected non-interaction effect. (1) Drug 1: CC12CCC(CC1=CCC3C2CCC4(C3CC=C4C5=CN=CC=C5)C)O. Drug 2: CC1=C(C(=CC=C1)Cl)NC(=O)C2=CN=C(S2)NC3=CC(=NC(=N3)C)N4CCN(CC4)CCO. Cell line: DU-145. Synergy scores: CSS=4.37, Synergy_ZIP=0.245, Synergy_Bliss=3.12, Synergy_Loewe=0.528, Synergy_HSA=1.47. (2) Drug 1: CCCCCOC(=O)NC1=NC(=O)N(C=C1F)C2C(C(C(O2)C)O)O. Drug 2: C1CN(P(=O)(OC1)NCCCl)CCCl. Cell line: MOLT-4. Synergy scores: CSS=-17.4, Synergy_ZIP=8.39, Synergy_Bliss=4.13, Synergy_Loewe=-11.9, Synergy_HSA=-11.9. (3) Drug 1: C1=CC(=CC=C1CCCC(=O)O)N(CCCl)CCCl. Drug 2: CC1=C(C(=CC=C1)Cl)NC(=O)C2=CN=C(S2)NC3=CC(=NC(=N3)C)N4CCN(CC4)CCO. Cell line: SK-OV-3. Synergy scores: CSS=31.2, Synergy_ZIP=1.82, Synergy_Bliss=5.72, Synergy_Loewe=0.920, Synergy_HSA=7.27.